This data is from Reaction yield outcomes from USPTO patents with 853,638 reactions. The task is: Predict the reaction yield, written as a fraction of the theoretical maximum amount of product (1.0 means a 100% yield; for example, 0.34 means a 34% yield). (1) The reactants are [CH2:1]([C@@:3]12[CH2:13][CH2:12][C:11](=[O:14])[CH2:10][C@@H:9]1[CH2:8][CH2:7][CH2:6][C:5]1[CH:15]=[C:16]([O:19]S(C(F)(F)F)(=O)=O)[CH:17]=[CH:18][C:4]2=1)[CH3:2].[CH2:27]([C@:29]12[CH2:39][CH2:38][C:37](=[O:40])[CH2:36][C@H:35]1[CH2:34][CH2:33][CH2:32][C:31]1[CH:41]=[C:42]([O:45]S(C(F)(F)F)(=O)=O)[CH:43]=[CH:44][C:30]2=1)[CH3:28].CC1(C)C2C(=C(P(C3C=CC=CC=3)C3C=CC=CC=3)C=CC=2)[O:74][C:56]2C(P(C3C=CC=CC=3)C3C=CC=CC=3)=CC=CC1=2.CO. The product is [CH3:56][O:74][C:42]([C:16]1[CH:17]=[CH:18][C:4]2[C@:3]3([CH2:1][CH3:2])[CH2:13][CH2:12][C:11](=[O:14])[CH2:10][C@@H:9]3[CH2:8][CH2:7][CH2:6][C:5]=2[CH:15]=1)=[O:45].[CH3:56][O:74][C:16]([C:42]1[CH:43]=[CH:44][C:30]2[C@@:29]3([CH2:27][CH3:28])[CH2:39][CH2:38][C:37](=[O:40])[CH2:36][C@H:35]3[CH2:34][CH2:33][CH2:32][C:31]=2[CH:41]=1)=[O:19]. The catalyst is CN(C=O)C.C1C=CC(/C=C/C(/C=C/C2C=CC=CC=2)=O)=CC=1.C1C=CC(/C=C/C(/C=C/C2C=CC=CC=2)=O)=CC=1.C1C=CC(/C=C/C(/C=C/C2C=CC=CC=2)=O)=CC=1.[Pd].[Pd]. The yield is 0.660. (2) The reactants are [CH3:1][N:2]([CH3:11])[S:3]([N:6]1[CH:10]=[CH:9][N:8]=[CH:7]1)(=[O:5])=[O:4].[Li]CCCC.[Si:17](Cl)([C:20]([CH3:23])([CH3:22])[CH3:21])([CH3:19])[CH3:18].[CH:25]1[C:34]2[C:29](=[CH:30][CH:31]=[CH:32][CH:33]=2)[CH:28]=[CH:27][C:26]=1[CH:35]=[O:36]. The catalyst is C1COCC1. The product is [CH3:1][N:2]([CH3:11])[S:3]([N:6]1[CH:10]=[C:9]([CH:35]([OH:36])[C:26]2[CH:27]=[CH:28][C:29]3[C:34](=[CH:33][CH:32]=[CH:31][CH:30]=3)[CH:25]=2)[N:8]=[C:7]1[Si:17]([C:20]([CH3:23])([CH3:22])[CH3:21])([CH3:19])[CH3:18])(=[O:4])=[O:5]. The yield is 0.500. (3) The catalyst is CN(C=O)C.O. The yield is 0.950. The reactants are CCN(C(C)C)C(C)C.[O:10]1[C:14]2[CH:15]=[CH:16][C:17]([C:19]3[NH:23][N:22]=[C:21]([C:24]([OH:26])=O)[CH:20]=3)=[CH:18][C:13]=2[O:12][CH2:11]1.C1C=CC2N(O)N=NC=2C=1.CCN=C=NCCCN(C)C.Cl.[NH2:49][CH2:50][C:51]([N:53]1[CH2:58][CH2:57][N:56]([C:59](=[O:70])[C:60]2[CH:65]=[CH:64][CH:63]=[CH:62][C:61]=2[C:66]([F:69])([F:68])[F:67])[CH2:55][CH2:54]1)=[O:52]. The product is [O:52]=[C:51]([N:53]1[CH2:54][CH2:55][N:56]([C:59](=[O:70])[C:60]2[CH:65]=[CH:64][CH:63]=[CH:62][C:61]=2[C:66]([F:69])([F:68])[F:67])[CH2:57][CH2:58]1)[CH2:50][NH:49][C:24]([C:21]1[CH:20]=[C:19]([C:17]2[CH:16]=[CH:15][C:14]3[O:10][CH2:11][O:12][C:13]=3[CH:18]=2)[NH:23][N:22]=1)=[O:26]. (4) The reactants are [CH3:1][O:2][CH2:3][C:4]1[NH:5][CH:6]=[C:7]([CH3:9])[N:8]=1.[I:10]I. The catalyst is [OH-].[Na+].ClCCl. The product is [I:10][C:6]1[NH:5][C:4]([CH2:3][O:2][CH3:1])=[N:8][C:7]=1[CH3:9]. The yield is 0.320. (5) The reactants are CS([C:4]1[S:5][C:6]2[CH:12]=[C:11]([CH2:13][N:14]3[CH:19]=[CH:18][N:17]=[C:16]([N:20]4[CH2:25][CH2:24][O:23][CH2:22][CH2:21]4)[CH2:15]3)[CH:10]=[CH:9][C:7]=2[N:8]=1)=O.[NH2:26][C@@H:27]1[CH2:32][CH2:31][CH2:30][CH2:29][C@H:28]1[OH:33].CCN(C(C)C)C(C)C.O. The catalyst is CC(N(C)C)=O. The product is [OH:33][C@@H:28]1[CH2:29][CH2:30][CH2:31][CH2:32][C@H:27]1[NH:26][C:4]1[S:5][C:6]2[CH:12]=[C:11]([CH2:13][N:14]3[CH:19]=[CH:18][N:17]=[C:16]([N:20]4[CH2:21][CH2:22][O:23][CH2:24][CH2:25]4)[CH2:15]3)[CH:10]=[CH:9][C:7]=2[N:8]=1. The yield is 0.265.